From a dataset of NCI-60 drug combinations with 297,098 pairs across 59 cell lines. Regression. Given two drug SMILES strings and cell line genomic features, predict the synergy score measuring deviation from expected non-interaction effect. Drug 1: C1=C(C(=O)NC(=O)N1)N(CCCl)CCCl. Drug 2: C1=NC(=NC(=O)N1C2C(C(C(O2)CO)O)O)N. Cell line: ACHN. Synergy scores: CSS=68.9, Synergy_ZIP=-6.06, Synergy_Bliss=-2.08, Synergy_Loewe=0.702, Synergy_HSA=2.15.